This data is from Catalyst prediction with 721,799 reactions and 888 catalyst types from USPTO. The task is: Predict which catalyst facilitates the given reaction. (1) Reactant: I([O-])(=O)(=O)=O.[CH2:6]([O:13][C:14]1[C:15]([CH2:24][CH:25]=[O:26])=[CH:16][CH:17]=[C:18]2[C:23]=1[N:22]=[CH:21][CH:20]=[CH:19]2)[C:7]1[CH:12]=[CH:11][CH:10]=[CH:9][CH:8]=1.[C:27]1([Mg]Br)[CH:32]=[CH:31][CH:30]=[CH:29][CH:28]=1. Product: [CH2:6]([O:13][C:14]1[C:15]([CH2:24][CH:25]([C:27]2[CH:32]=[CH:31][CH:30]=[CH:29][CH:28]=2)[OH:26])=[CH:16][CH:17]=[C:18]2[C:23]=1[N:22]=[CH:21][CH:20]=[CH:19]2)[C:7]1[CH:8]=[CH:9][CH:10]=[CH:11][CH:12]=1. The catalyst class is: 7. (2) Reactant: [F:1][C:2]1[CH:3]=[C:4]([CH:12]=[C:13]([F:15])[CH:14]=1)[O:5][CH:6]1[CH2:11][CH2:10][CH2:9][O:8][CH2:7]1.[Li]CCCC.C(O[B:25]1[O:29][C:28]([CH3:31])([CH3:30])[C:27]([CH3:33])([CH3:32])[O:26]1)(C)C. Product: [F:1][C:2]1[CH:3]=[C:4]([CH:12]=[C:13]([F:15])[C:14]=1[B:25]1[O:29][C:28]([CH3:31])([CH3:30])[C:27]([CH3:33])([CH3:32])[O:26]1)[O:5][CH:6]1[CH2:11][CH2:10][CH2:9][O:8][CH2:7]1. The catalyst class is: 1. (3) Reactant: [CH3:1][N:2]1[C:7](=[O:8])[C:6]([C:9]2[CH:14]=[CH:13][CH:12]=[C:11]([C:15]([F:18])([F:17])[F:16])[CH:10]=2)=[C:5]([C:19]2[CH:24]=[CH:23][N:22]=[CH:21][CH:20]=2)[N:4]=[C:3]1[C:25]#N. Product: [CH3:1][N:2]1[C:7](=[O:8])[C:6]([C:9]2[CH:14]=[CH:13][CH:12]=[C:11]([C:15]([F:17])([F:16])[F:18])[CH:10]=2)=[C:5]([C:19]2[CH:20]=[CH:21][N:22]=[CH:23][CH:24]=2)[N:4]=[C:3]1[CH2:25][CH2:6][C:9]1[CH:14]=[CH:13][CH:12]=[CH:11][CH:10]=1. The catalyst class is: 1. (4) Reactant: Cl[CH2:2][CH2:3][CH2:4][N:5]1[C:13](=[O:14])[CH:12]2[CH:7]([CH2:8][CH:9]=[CH:10][CH2:11]2)[C:6]1=[O:15].[CH:16]1([O:21][C:22]2[CH:27]=[CH:26][C:25]([F:28])=[CH:24][C:23]=2[N:29]2[CH2:34][CH2:33][NH:32][CH2:31][CH2:30]2)[CH2:20][CH2:19][CH2:18][CH2:17]1.C(=O)([O-])[O-].[K+].[K+].[I-].[K+]. Product: [CH:16]1([O:21][C:22]2[CH:27]=[CH:26][C:25]([F:28])=[CH:24][C:23]=2[N:29]2[CH2:34][CH2:33][N:32]([CH2:2][CH2:3][CH2:4][N:5]3[C:13](=[O:14])[CH:12]4[CH:7]([CH2:8][CH:9]=[CH:10][CH2:11]4)[C:6]3=[O:15])[CH2:31][CH2:30]2)[CH2:20][CH2:19][CH2:18][CH2:17]1. The catalyst class is: 9. (5) The catalyst class is: 25. Product: [CH3:8][Si:9]([CH3:16])([CH3:15])[CH2:10][CH2:11][O:12][CH2:13][N:1]1[CH:5]=[C:4]([C:6]#[N:7])[N:3]=[CH:2]1. Reactant: [NH:1]1[CH:5]=[C:4]([C:6]#[N:7])[N:3]=[CH:2]1.[CH3:8][Si:9]([CH3:16])([CH3:15])[CH2:10][CH2:11][O:12][CH2:13]Cl.C([O-])([O-])=O.[K+].[K+].CC(C)=O. (6) Reactant: C([Si](C)(C)[O:6][C@H:7]1[CH2:12][CH2:11][C@H:10]([N:13]2[CH2:18][CH2:17][CH2:16][CH:15]([CH2:19][C:20]3[C:29]([Cl:30])=[CH:28][C:27]4[C:22](=[CH:23][CH:24]=[CH:25][CH:26]=4)[CH:21]=3)[C:14]2=[O:31])[CH2:9][CH2:8]1)(C)(C)C. Product: [Cl:30][C:29]1[C:20]([CH2:19][CH:15]2[CH2:16][CH2:17][CH2:18][N:13]([C@H:10]3[CH2:11][CH2:12][C@H:7]([OH:6])[CH2:8][CH2:9]3)[C:14]2=[O:31])=[CH:21][C:22]2[C:27]([CH:28]=1)=[CH:26][CH:25]=[CH:24][CH:23]=2. The catalyst class is: 8. (7) Reactant: Br[CH2:2][CH2:3][CH2:4][CH2:5][C:6]1[CH:11]=[CH:10][C:9]([O:12][CH3:13])=[CH:8][C:7]=1[CH3:14].[I-:15].[Na+]. Product: [I:15][CH2:2][CH2:3][CH2:4][CH2:5][C:6]1[CH:11]=[CH:10][C:9]([O:12][CH3:13])=[CH:8][C:7]=1[CH3:14]. The catalyst class is: 21.